From a dataset of Full USPTO retrosynthesis dataset with 1.9M reactions from patents (1976-2016). Predict the reactants needed to synthesize the given product. (1) Given the product [Br-:10].[C:16]([CH2:15][CH2:14][CH2:13][CH2:12][CH2:11][N:3]1[C:2]([Cl:1])=[C:6]([Cl:7])[N+:5]([CH2:20][C:21]2[C:30]3[C:25](=[CH:26][CH:27]=[CH:28][CH:29]=3)[CH:24]=[CH:23][CH:22]=2)=[CH:4]1)([OH:18])=[O:17], predict the reactants needed to synthesize it. The reactants are: [Cl:1][C:2]1[N:3]=[CH:4][NH:5][C:6]=1[Cl:7].[OH-].[K+].[Br:10][CH2:11][CH2:12][CH2:13][CH2:14][CH2:15][C:16]([OH:18])=[O:17].Br[CH2:20][C:21]1[C:30]2[C:25](=[CH:26][CH:27]=[CH:28][CH:29]=2)[CH:24]=[CH:23][CH:22]=1.Br. (2) Given the product [Cl:26][C:27]1[CH:28]=[C:29]([NH:41][C:42]2[C:51]3[C:46](=[CH:47][CH:48]=[CH:49][C:50]=3[O:52][CH2:53][C:54]([N:58]([CH2:59][CH2:60][OH:61])[CH3:57])=[O:55])[N:45]=[CH:44][N:43]=2)[CH:30]=[CH:31][C:32]=1[O:33][CH2:34][C:35]1[CH:40]=[CH:39][CH:38]=[CH:37][N:36]=1, predict the reactants needed to synthesize it. The reactants are: CN(C(ON1N=NC2C=CC=NC1=2)=[N+](C)C)C.F[P-](F)(F)(F)(F)F.[Na+].[Cl:26][C:27]1[CH:28]=[C:29]([NH:41][C:42]2[C:51]3[C:46](=[CH:47][CH:48]=[CH:49][C:50]=3[O:52][CH2:53][C:54]([O-])=[O:55])[N:45]=[CH:44][N:43]=2)[CH:30]=[CH:31][C:32]=1[O:33][CH2:34][C:35]1[CH:40]=[CH:39][CH:38]=[CH:37][N:36]=1.[CH3:57][NH:58][CH2:59][CH2:60][OH:61].CCN(C(C)C)C(C)C. (3) Given the product [N:1]1[C:10]2[C:5](=[CH:6][C:7](/[CH:11]=[C:19]3/[C:17](=[O:18])[NH:16][C:14](=[S:15])[S:13]/3)=[CH:8][CH:9]=2)[CH:4]=[CH:3][CH:2]=1, predict the reactants needed to synthesize it. The reactants are: [N:1]1[C:10]2[C:5](=[CH:6][C:7]([CH:11]=O)=[CH:8][CH:9]=2)[CH:4]=[CH:3][CH:2]=1.[S:13]1[CH2:19][C:17](=[O:18])[NH:16][C:14]1=[S:15].C([O-])(=O)C.[Na+].O. (4) Given the product [OH:1][C:2]1[CH:9]=[CH:8][C:7]([C:10]2[CH:11]=[CH:12][CH:13]=[CH:14][CH:15]=2)=[CH:6][C:3]=1[C:4]([OH:16])=[O:5], predict the reactants needed to synthesize it. The reactants are: [OH:1][C:2]1[CH:9]=[CH:8][C:7]([C:10]2[CH:15]=[CH:14][CH:13]=[CH:12][CH:11]=2)=[CH:6][C:3]=1[CH:4]=[O:5].[OH:16]C1C=CC(C(F)(F)F)=CC=1C=O. (5) Given the product [O:31]=[C:27]1[NH:26][C:21]2([CH2:20][CH2:19][C:18]3[C:23](=[CH:24][CH:25]=[C:16]([C:13]([NH:1][CH2:2][C:3]4[CH:4]=[CH:5][CH:6]=[C:7]5[C:12]=4[N:11]=[CH:10][CH:9]=[CH:8]5)=[O:14])[CH:17]=3)[CH2:22]2)[C:29](=[O:30])[NH:28]1, predict the reactants needed to synthesize it. The reactants are: [NH2:1][CH2:2][C:3]1[CH:4]=[CH:5][CH:6]=[C:7]2[C:12]=1[N:11]=[CH:10][CH:9]=[CH:8]2.[C:13]([C:16]1[CH:17]=[C:18]2[C:23](=[CH:24][CH:25]=1)[CH2:22][C:21]1([C:29](=[O:30])[NH:28][C:27](=[O:31])[NH:26]1)[CH2:20][CH2:19]2)(O)=[O:14].C(Cl)CCl.C1C=CC2N(O)N=NC=2C=1. (6) Given the product [CH:11]([N:14]1[CH2:19][CH2:18][N:17]([C:2]2[CH:7]=[N:6][C:5]([N+:8]([O-:10])=[O:9])=[CH:4][CH:3]=2)[CH2:16][CH2:15]1)([CH3:13])[CH3:12], predict the reactants needed to synthesize it. The reactants are: Br[C:2]1[CH:3]=[CH:4][C:5]([N+:8]([O-:10])=[O:9])=[N:6][CH:7]=1.[CH:11]([N:14]1[CH2:19][CH2:18][NH:17][CH2:16][CH2:15]1)([CH3:13])[CH3:12]. (7) Given the product [CH3:1][O:2][C:3](=[O:12])[C:4]1[CH:9]=[CH:8][C:7]([F:10])=[CH:6][C:5]=1[CH2:11][Br:20], predict the reactants needed to synthesize it. The reactants are: [CH3:1][O:2][C:3](=[O:12])[C:4]1[CH:9]=[CH:8][C:7]([F:10])=[CH:6][C:5]=1[CH3:11].C1C(=O)N([Br:20])C(=O)C1. (8) Given the product [N:9]1[CH:14]=[CH:13][CH:12]=[CH:11][C:10]=1[C:15](=[O:16])[CH2:1][C:2](=[O:3])[CH3:4], predict the reactants needed to synthesize it. The reactants are: [CH3:1][C:2]([CH3:4])=[O:3].[O-]CC.[Na+].[N:9]1[CH:14]=[CH:13][CH:12]=[CH:11][C:10]=1[C:15](OCC)=[O:16]. (9) The reactants are: [OH:1][NH:2][C:3]([C:5]1[CH:32]=[CH:31][C:8]2[N:9]([CH2:26][CH2:27][CH:28]([CH3:30])[CH3:29])[C:10]([CH2:12][N:13]3[C:17]4[CH:18]=[CH:19][CH:20]=[CH:21][C:16]=4[N:15]([CH:22]([CH3:24])[CH3:23])[C:14]3=[O:25])=[N:11][C:7]=2[CH:6]=1)=[NH:4].B(F)(F)F.[CH3:37]COCC. Given the product [CH:22]([N:15]1[C:16]2[CH:21]=[CH:20][CH:19]=[CH:18][C:17]=2[N:13]([CH2:12][C:10]2[N:9]([CH2:26][CH2:27][CH:28]([CH3:30])[CH3:29])[C:8]3[CH:31]=[CH:32][C:5]([C:3]4[N:4]=[CH:37][O:1][N:2]=4)=[CH:6][C:7]=3[N:11]=2)[C:14]1=[O:25])([CH3:23])[CH3:24], predict the reactants needed to synthesize it. (10) Given the product [N:21]1([CH2:26][CH2:27][NH:28][C:29]([C:31]2[C:35]([CH3:36])=[C:34]([CH:37]=[C:15]3[C:14]4[C:18](=[CH:19][C:11]([C:4]5[CH:5]=[CH:6][C:7]([O:9][CH3:10])=[CH:8][C:3]=5[O:2][CH3:1])=[CH:12][CH:13]=4)[NH:17][C:16]3=[O:20])[NH:33][C:32]=2[CH3:39])=[O:30])[CH2:25][CH2:24][CH2:23][CH2:22]1, predict the reactants needed to synthesize it. The reactants are: [CH3:1][O:2][C:3]1[CH:8]=[C:7]([O:9][CH3:10])[CH:6]=[CH:5][C:4]=1[C:11]1[CH:19]=[C:18]2[C:14]([CH2:15][C:16](=[O:20])[NH:17]2)=[CH:13][CH:12]=1.[N:21]1([CH2:26][CH2:27][NH:28][C:29]([C:31]2[C:35]([CH3:36])=[C:34]([CH:37]=O)[NH:33][C:32]=2[CH3:39])=[O:30])[CH2:25][CH2:24][CH2:23][CH2:22]1.